This data is from Forward reaction prediction with 1.9M reactions from USPTO patents (1976-2016). The task is: Predict the product of the given reaction. (1) Given the reactants [CH3:1][C:2]1[CH:7]=[CH:6][C:5]([CH:8]([C:12]2[CH:17]=[CH:16][C:15]([CH3:18])=[CH:14][CH:13]=2)[C:9]([OH:11])=O)=[CH:4][CH:3]=1.[NH2:19][CH2:20][CH2:21][CH2:22][N:23]1[CH2:28][CH2:27][CH:26]([C:29]2[CH:30]=[C:31]([NH:35][C:36](=[O:41])[O:37][CH:38]([CH3:40])[CH3:39])[CH:32]=[CH:33][CH:34]=2)[CH2:25][CH2:24]1, predict the reaction product. The product is: [CH3:18][C:15]1[CH:16]=[CH:17][C:12]([CH:8]([C:5]2[CH:4]=[CH:3][C:2]([CH3:1])=[CH:7][CH:6]=2)[C:9]([NH:19][CH2:20][CH2:21][CH2:22][N:23]2[CH2:28][CH2:27][CH:26]([C:29]3[CH:30]=[C:31]([NH:35][C:36](=[O:41])[O:37][CH:38]([CH3:39])[CH3:40])[CH:32]=[CH:33][CH:34]=3)[CH2:25][CH2:24]2)=[O:11])=[CH:13][CH:14]=1. (2) Given the reactants Cl.[OH:2][C@H:3]1[CH2:7][NH:6][CH2:5][C@@H:4]1[NH:8][C:9]([C:11]1[S:12][C:13]([Cl:16])=[CH:14][CH:15]=1)=[O:10].BrC([C:22]1[CH:27]=[CH:26][C:25]([N:28]2[CH:33]=[CH:32][CH:31]=[CH:30][C:29]2=[O:34])=[CH:24][C:23]=1[F:35])C(N)=O, predict the reaction product. The product is: [F:35][C:23]1[CH:24]=[C:25]([N:28]2[CH:33]=[CH:32][CH:31]=[CH:30][C:29]2=[O:34])[CH:26]=[CH:27][C:22]=1[NH:8][C:9]([CH2:11][N:6]1[CH2:7][C@H:3]([OH:2])[C@@H:4]([NH:8][C:9]([C:11]2[S:12][C:13]([Cl:16])=[CH:14][CH:15]=2)=[O:10])[CH2:5]1)=[O:10]. (3) Given the reactants C(OC([N:8]1[CH2:15][CH:14]2[CH:10]([N:11]=[C:12]([NH:16][C:17]3[CH:18]=[C:19]4[C:24](=[CH:25][CH:26]=3)[N:23]=[CH:22][N:21]=[C:20]4[NH:27][C:28]3[CH:33]=[CH:32][C:31]([O:34][CH2:35][C:36]4[S:37][CH:38]=[CH:39][N:40]=4)=[C:30]([Cl:41])[CH:29]=3)[O:13]2)[CH2:9]1)=O)(C)(C)C.C(O)(C(F)(F)F)=O, predict the reaction product. The product is: [Cl:41][C:30]1[CH:29]=[C:28]([NH:27][C:20]2[C:19]3[C:24](=[CH:25][CH:26]=[C:17]([NH:16][C:12]4[O:13][CH:14]5[CH2:15][NH:8][CH2:9][CH:10]5[N:11]=4)[CH:18]=3)[N:23]=[CH:22][N:21]=2)[CH:33]=[CH:32][C:31]=1[O:34][CH2:35][C:36]1[S:37][CH:38]=[CH:39][N:40]=1. (4) Given the reactants [Cl:1][C:2]1[CH:7]=[CH:6][C:5]([CH2:8][NH:9][C:10](=[O:15])[C:11]([F:14])([F:13])[F:12])=[CH:4][C:3]=1[C:16]1[NH:20][C:19](=[O:21])[N:18]([C:22]2[CH:31]=[CH:30][C:25]([C:26](OC)=[O:27])=[C:24]([O:32][CH3:33])[CH:23]=2)[N:17]=1.[F:34][C:35]([F:44])([F:43])[C:36]1[CH:37]=[C:38]([CH:40]=[CH:41][CH:42]=1)[NH2:39].C[Al](C)C, predict the reaction product. The product is: [Cl:1][C:2]1[CH:7]=[CH:6][C:5]([CH2:8][NH:9][C:10](=[O:15])[C:11]([F:12])([F:14])[F:13])=[CH:4][C:3]=1[C:16]1[NH:20][C:19](=[O:21])[N:18]([C:22]2[CH:31]=[CH:30][C:25]([C:26]([NH:39][C:38]3[CH:40]=[CH:41][CH:42]=[C:36]([C:35]([F:34])([F:43])[F:44])[CH:37]=3)=[O:27])=[C:24]([O:32][CH3:33])[CH:23]=2)[N:17]=1.